The task is: Predict the product of the given reaction.. This data is from Forward reaction prediction with 1.9M reactions from USPTO patents (1976-2016). (1) Given the reactants [CH3:1][N:2]([CH3:31])[C:3]1[N:8]=[C:7]([O:9][CH3:10])[C:6]([C:11]2[C:24]3[C:19](=[CH:20][C:21]([O:27][CH2:28][CH3:29])=[C:22]([O:25][CH3:26])[CH:23]=3)[C@@H:18]3[C@@H:13]([CH2:14][CH2:15][C@@H:16]([OH:30])[CH2:17]3)[N:12]=2)=[CH:5][N:4]=1.[O:32]=[C:33]([CH2:37][CH2:38][C:39]([OH:41])=[O:40])[C:34](O)=[O:35], predict the reaction product. The product is: [O:32]=[C:33]([CH2:37][CH2:38][C:39]([OH:41])=[O:40])[C:34]([O:30][C@@H:16]1[CH2:15][CH2:14][C@@H:13]2[C@@H:18]([C:19]3[C:24]([C:11]([C:6]4[C:7]([O:9][CH3:10])=[N:8][C:3]([N:2]([CH3:1])[CH3:31])=[N:4][CH:5]=4)=[N:12]2)=[CH:23][C:22]([O:25][CH3:26])=[C:21]([O:27][CH2:28][CH3:29])[CH:20]=3)[CH2:17]1)=[O:35]. (2) Given the reactants [CH:1]12[CH2:12][CH2:11][CH:8]([CH:9]=[CH:10]1)[CH:7]1[CH:2]2[C:3](=[O:14])[CH:4]=[CH:5][C:6]1=[O:13].[BH4-].[Na+], predict the reaction product. The product is: [CH:8]12[CH2:11][CH2:12][CH:1]([CH:10]=[CH:9]1)[CH:2]1[CH:7]2[CH:6]([OH:13])[CH:5]=[CH:4][CH:3]1[OH:14]. (3) Given the reactants [NH2:1][C:2]1[CH2:3][S:4][C:5]2[CH:11]=[CH:10][CH:9]=[CH:8][C:6]=2[N:7]=1.[CH2:12]([N:14]([CH2:18][CH3:19])[C:15](=O)[CH3:16])[CH3:13], predict the reaction product. The product is: [S:4]1[C:5]2[CH:11]=[CH:10][CH:9]=[CH:8][C:6]=2[N:7]=[C:2]([N:1]=[C:12]([N:14]([CH2:18][CH3:19])[CH2:15][CH3:16])[CH3:13])[CH2:3]1. (4) Given the reactants [CH3:1][O:2][C:3](=[O:21])[CH2:4][C:5]1[CH:10]=[CH:9][CH:8]=[C:7]([O:11][C:12]2[CH:17]=[CH:16][C:15]([Br:18])=[CH:14][C:13]=2[CH2:19]O)[CH:6]=1.P(Br)(Br)[Br:23].C([O-])(O)=O.[Na+], predict the reaction product. The product is: [CH3:1][O:2][C:3](=[O:21])[CH2:4][C:5]1[CH:10]=[CH:9][CH:8]=[C:7]([O:11][C:12]2[CH:17]=[CH:16][C:15]([Br:18])=[CH:14][C:13]=2[CH2:19][Br:23])[CH:6]=1. (5) Given the reactants C([O-])([O-])=O.[Na+].[Na+].Cl[C:8]1[N:9]=[C:10]([CH3:32])[C:11]2[CH:16]([CH3:17])[CH2:15][N:14]([C:18]3[CH:23]=[CH:22][C:21]([CH2:24][C:25]([O:27][C:28]([CH3:31])([CH3:30])[CH3:29])=[O:26])=[CH:20][CH:19]=3)[C:12]=2[N:13]=1.[Cl:33][C:34]1[CH:35]=[C:36](B(O)O)[CH:37]=[CH:38][C:39]=1[O:40][CH3:41].O, predict the reaction product. The product is: [Cl:33][C:34]1[CH:35]=[C:36]([C:8]2[N:9]=[C:10]([CH3:32])[C:11]3[CH:16]([CH3:17])[CH2:15][N:14]([C:18]4[CH:19]=[CH:20][C:21]([CH2:24][C:25]([O:27][C:28]([CH3:30])([CH3:31])[CH3:29])=[O:26])=[CH:22][CH:23]=4)[C:12]=3[N:13]=2)[CH:37]=[CH:38][C:39]=1[O:40][CH3:41]. (6) Given the reactants C(OC(=O)[NH:7][C@H:8]([CH2:25][C:26]1[CH:31]=[CH:30][CH:29]=[CH:28][CH:27]=1)[C:9]([N:11]1[CH2:16][CH2:15][N:14]([C:17]2[CH:22]=[CH:21][CH:20]=[CH:19][C:18]=2[O:23][CH3:24])[CH2:13][CH2:12]1)=[O:10])(C)(C)C.[ClH:33], predict the reaction product. The product is: [ClH:33].[C:26]1([CH2:25][C@@H:8]([NH2:7])[C:9]([N:11]2[CH2:16][CH2:15][N:14]([C:17]3[CH:22]=[CH:21][CH:20]=[CH:19][C:18]=3[O:23][CH3:24])[CH2:13][CH2:12]2)=[O:10])[CH:31]=[CH:30][CH:29]=[CH:28][CH:27]=1. (7) Given the reactants [CH:1]1([NH2:13])[C:11]2=[C:12]3[C:7](=[CH:8][CH:9]=[CH:10]2)[CH2:6][CH2:5][CH2:4][CH:3]3[CH2:2]1.C(=O)([O-])[O-].[K+].[K+].C(O)C.[I-].C([N+]1(C)[CH2:31][CH2:30][C:29](=[O:32])[CH2:28][CH2:27]1)C, predict the reaction product. The product is: [CH:1]1([N:13]2[CH2:31][CH2:30][C:29](=[O:32])[CH2:28][CH2:27]2)[C:11]2=[C:12]3[C:7](=[CH:8][CH:9]=[CH:10]2)[CH2:6][CH2:5][CH2:4][CH:3]3[CH2:2]1. (8) Given the reactants [F:1][C:2]1[C:6]([F:7])=[CH:5][N:4]([C:8]2[CH:13]=[CH:12][C:11]([N:14]3[CH:19]=[C:18]([O:20][CH3:21])[C:17](=[O:22])[C:16]([C:23]4[N:27]([C:28]5[CH:33]=[CH:32][CH:31]=[CH:30][CH:29]=5)[N:26]=[CH:25][CH:24]=4)=[N:15]3)=[C:10]([OH:34])[CH:9]=2)[CH:3]=1.Cl[C:36]([F:41])([F:40])C([O-])=O.[Na+].C(=O)([O-])[O-].[K+].[K+].CN(C=O)C, predict the reaction product. The product is: [F:40][CH:36]([F:41])[O:34][C:10]1[CH:9]=[C:8]([N:4]2[CH:5]=[C:6]([F:7])[C:2]([F:1])=[CH:3]2)[CH:13]=[CH:12][C:11]=1[N:14]1[CH:19]=[C:18]([O:20][CH3:21])[C:17](=[O:22])[C:16]([C:23]2[N:27]([C:28]3[CH:33]=[CH:32][CH:31]=[CH:30][CH:29]=3)[N:26]=[CH:25][CH:24]=2)=[N:15]1. (9) The product is: [N:12]1[CH:13]=[CH:14][CH:15]=[C:10]([CH2:9][NH:8][C:7]([C:6]2[S:5][C:4]([C:17]3[CH:21]=[CH:20][N:19]([CH2:22][CH2:23][N:30]([CH3:29])[C:31]4[CH:36]=[CH:35][CH:34]=[CH:33][CH:32]=4)[N:18]=3)=[N:3][C:2]=2[CH3:1])=[O:16])[CH:11]=1. Given the reactants [CH3:1][C:2]1[N:3]=[C:4]([C:17]2[CH:21]=[CH:20][N:19]([CH2:22][CH2:23]OS(C)(=O)=O)[N:18]=2)[S:5][C:6]=1[C:7](=[O:16])[NH:8][CH2:9][C:10]1[CH:11]=[N:12][CH:13]=[CH:14][CH:15]=1.[CH3:29][NH:30][C:31]1[CH:36]=[CH:35][CH:34]=[CH:33][CH:32]=1, predict the reaction product.